Dataset: NCI-60 drug combinations with 297,098 pairs across 59 cell lines. Task: Regression. Given two drug SMILES strings and cell line genomic features, predict the synergy score measuring deviation from expected non-interaction effect. (1) Drug 1: C(=O)(N)NO. Drug 2: CC1=C(N=C(N=C1N)C(CC(=O)N)NCC(C(=O)N)N)C(=O)NC(C(C2=CN=CN2)OC3C(C(C(C(O3)CO)O)O)OC4C(C(C(C(O4)CO)O)OC(=O)N)O)C(=O)NC(C)C(C(C)C(=O)NC(C(C)O)C(=O)NCCC5=NC(=CS5)C6=NC(=CS6)C(=O)NCCC[S+](C)C)O. Cell line: NCI-H322M. Synergy scores: CSS=-1.98, Synergy_ZIP=0.0216, Synergy_Bliss=-0.429, Synergy_Loewe=-3.83, Synergy_HSA=-2.91. (2) Drug 1: CCCS(=O)(=O)NC1=C(C(=C(C=C1)F)C(=O)C2=CNC3=C2C=C(C=N3)C4=CC=C(C=C4)Cl)F. Drug 2: CCCCCOC(=O)NC1=NC(=O)N(C=C1F)C2C(C(C(O2)C)O)O. Cell line: A498. Synergy scores: CSS=5.61, Synergy_ZIP=-4.25, Synergy_Bliss=-4.44, Synergy_Loewe=-4.72, Synergy_HSA=-4.56. (3) Drug 1: CC1C(C(CC(O1)OC2CC(CC3=C2C(=C4C(=C3O)C(=O)C5=C(C4=O)C(=CC=C5)OC)O)(C(=O)C)O)N)O.Cl. Drug 2: CCC1(CC2CC(C3=C(CCN(C2)C1)C4=CC=CC=C4N3)(C5=C(C=C6C(=C5)C78CCN9C7C(C=CC9)(C(C(C8N6C=O)(C(=O)OC)O)OC(=O)C)CC)OC)C(=O)OC)O.OS(=O)(=O)O. Cell line: RPMI-8226. Synergy scores: CSS=46.8, Synergy_ZIP=7.88, Synergy_Bliss=10.2, Synergy_Loewe=-19.9, Synergy_HSA=5.94. (4) Drug 1: C1CC(=O)NC(=O)C1N2CC3=C(C2=O)C=CC=C3N. Drug 2: C1C(C(OC1N2C=C(C(=O)NC2=O)F)CO)O. Cell line: MCF7. Synergy scores: CSS=40.6, Synergy_ZIP=9.06, Synergy_Bliss=12.0, Synergy_Loewe=-4.74, Synergy_HSA=14.4. (5) Drug 1: CC1C(C(CC(O1)OC2CC(CC3=C2C(=C4C(=C3O)C(=O)C5=C(C4=O)C(=CC=C5)OC)O)(C(=O)CO)O)N)O.Cl. Drug 2: CCC1=CC2CC(C3=C(CN(C2)C1)C4=CC=CC=C4N3)(C5=C(C=C6C(=C5)C78CCN9C7C(C=CC9)(C(C(C8N6C)(C(=O)OC)O)OC(=O)C)CC)OC)C(=O)OC.C(C(C(=O)O)O)(C(=O)O)O. Cell line: KM12. Synergy scores: CSS=33.4, Synergy_ZIP=-6.16, Synergy_Bliss=-11.2, Synergy_Loewe=-7.70, Synergy_HSA=-5.74.